Dataset: Peptide-MHC class I binding affinity with 185,985 pairs from IEDB/IMGT. Task: Regression. Given a peptide amino acid sequence and an MHC pseudo amino acid sequence, predict their binding affinity value. This is MHC class I binding data. (1) The peptide sequence is GLCTLVAML. The MHC is HLA-B45:01 with pseudo-sequence HLA-B45:01. The binding affinity (normalized) is 0. (2) The peptide sequence is KSVTKSSSWK. The MHC is HLA-A03:01 with pseudo-sequence HLA-A03:01. The binding affinity (normalized) is 0.787. (3) The peptide sequence is HAETESATL. The MHC is HLA-A31:01 with pseudo-sequence HLA-A31:01. The binding affinity (normalized) is 0.0847. (4) The peptide sequence is LERTSKASLER. The MHC is HLA-B27:05 with pseudo-sequence HLA-B27:05. The binding affinity (normalized) is 0. (5) The peptide sequence is KLSSIKSKSR. The MHC is HLA-A31:01 with pseudo-sequence HLA-A31:01. The binding affinity (normalized) is 0.571. (6) The peptide sequence is FIILSTGKY. The MHC is HLA-A02:01 with pseudo-sequence HLA-A02:01. The binding affinity (normalized) is 0.0847. (7) The peptide sequence is EENLLDFVRF. The MHC is HLA-A68:01 with pseudo-sequence HLA-A68:01. The binding affinity (normalized) is 0. (8) The peptide sequence is FYIQMCTEL. The MHC is HLA-A29:02 with pseudo-sequence HLA-A29:02. The binding affinity (normalized) is 0.320.